This data is from Forward reaction prediction with 1.9M reactions from USPTO patents (1976-2016). The task is: Predict the product of the given reaction. (1) Given the reactants C([N:8]1[CH2:12][C@@H:11]2[C@H:13]([OH:16])[CH2:14][CH2:15][C@@H:10]2[CH2:9]1)C1C=CC=CC=1.[H][H], predict the reaction product. The product is: [CH2:9]1[C@H:10]2[CH2:15][CH2:14][C@@H:13]([OH:16])[C@H:11]2[CH2:12][NH:8]1. (2) Given the reactants Cl[C:2]1[CH:7]=[C:6]([C:8]2[C:9]([C:17]3[S:18][C:19]([Cl:22])=[CH:20][CH:21]=3)=[N:10][N:11]([CH:13]([CH2:15][CH3:16])[CH3:14])[CH:12]=2)[CH:5]=[CH:4][N:3]=1.[CH3:23][N:24](C)C=O, predict the reaction product. The product is: [C:23]([C:2]1[CH:7]=[C:6]([C:8]2[C:9]([C:17]3[S:18][C:19]([Cl:22])=[CH:20][CH:21]=3)=[N:10][N:11]([CH:13]([CH2:15][CH3:16])[CH3:14])[CH:12]=2)[CH:5]=[CH:4][N:3]=1)#[N:24].